From a dataset of Forward reaction prediction with 1.9M reactions from USPTO patents (1976-2016). Predict the product of the given reaction. (1) Given the reactants [F:1][C:2]1[CH:7]=[CH:6][CH:5]=[CH:4][C:3]=1[N:8]1[C:12]([C:13]2[CH:18]=[CH:17][N:16]=[CH:15][CH:14]=2)=[C:11]([C:19]2[O:23][N:22]=[C:21]([C:24]3[CH:25]=[C:26]([CH:29]=[CH:30][CH:31]=3)[CH:27]=O)[N:20]=2)[N:10]=[N:9]1.[NH:32]1[CH2:36][CH2:35][CH:34]([OH:37])[CH2:33]1, predict the reaction product. The product is: [F:1][C:2]1[CH:7]=[CH:6][CH:5]=[CH:4][C:3]=1[N:8]1[C:12]([C:13]2[CH:14]=[CH:15][N:16]=[CH:17][CH:18]=2)=[C:11]([C:19]2[O:23][N:22]=[C:21]([C:24]3[CH:25]=[C:26]([CH:29]=[CH:30][CH:31]=3)[CH2:27][N:32]3[CH2:36][CH2:35][CH:34]([OH:37])[CH2:33]3)[N:20]=2)[N:10]=[N:9]1. (2) Given the reactants P(Cl)(Cl)([Cl:3])=O.[CH2:6]([C:8]1[C:13]([C:14]([O:16][CH3:17])=[O:15])=[CH:12][C:11]([C:18]([O:20][CH3:21])=[O:19])=[C:10](O)[N:9]=1)[CH3:7].C(=O)([O-])O.[Na+], predict the reaction product. The product is: [Cl:3][C:10]1[C:11]([C:18]([O:20][CH3:21])=[O:19])=[CH:12][C:13]([C:14]([O:16][CH3:17])=[O:15])=[C:8]([CH2:6][CH3:7])[N:9]=1. (3) Given the reactants [CH3:1][NH:2][C:3]([C:5]1([NH:11]C(=O)OC(C)(C)C)[CH2:10][CH2:9][O:8][CH2:7][CH2:6]1)=[O:4].FC(F)(F)C(O)=O, predict the reaction product. The product is: [NH2:11][C:5]1([C:3]([NH:2][CH3:1])=[O:4])[CH2:6][CH2:7][O:8][CH2:9][CH2:10]1.